Dataset: Full USPTO retrosynthesis dataset with 1.9M reactions from patents (1976-2016). Task: Predict the reactants needed to synthesize the given product. Given the product [CH3:1][O:2][C:3](=[O:13])[C:4]1[CH:9]=[C:8]([O:10][CH2:17][C:16]([CH3:18])=[CH2:15])[C:7]([Br:11])=[C:6]([OH:12])[CH:5]=1, predict the reactants needed to synthesize it. The reactants are: [CH3:1][O:2][C:3](=[O:13])[C:4]1[CH:9]=[C:8]([OH:10])[C:7]([Br:11])=[C:6]([OH:12])[CH:5]=1.Cl[CH2:15][C:16]([CH3:18])=[CH2:17].